This data is from CYP1A2 inhibition data for predicting drug metabolism from PubChem BioAssay. The task is: Regression/Classification. Given a drug SMILES string, predict its absorption, distribution, metabolism, or excretion properties. Task type varies by dataset: regression for continuous measurements (e.g., permeability, clearance, half-life) or binary classification for categorical outcomes (e.g., BBB penetration, CYP inhibition). Dataset: cyp1a2_veith. The molecule is C=CCn1c(O)c(C(C)=NCCCN2CCOCC2)c(=O)[nH]c1=O. The result is 0 (non-inhibitor).